Predict the reactants needed to synthesize the given product. From a dataset of Full USPTO retrosynthesis dataset with 1.9M reactions from patents (1976-2016). (1) Given the product [Cl:19][C:16]([F:18])([F:17])[O:15][C:12]1[CH:13]=[CH:14][C:9]([NH:8][C:6](=[O:7])[C:5]2[CH:20]=[C:21]([C:22]3[NH:26][N:25]=[CH:24][CH:23]=3)[C:2]([N:28]3[CH2:31][CH:30]([CH2:32][OH:33])[CH2:29]3)=[N:3][CH:4]=2)=[CH:10][CH:11]=1, predict the reactants needed to synthesize it. The reactants are: Cl[C:2]1[C:21]([C:22]2[NH:26][N:25]=[CH:24][CH:23]=2)=[CH:20][C:5]([C:6]([NH:8][C:9]2[CH:14]=[CH:13][C:12]([O:15][C:16]([Cl:19])([F:18])[F:17])=[CH:11][CH:10]=2)=[O:7])=[CH:4][N:3]=1.Cl.[NH:28]1[CH2:31][CH:30]([CH2:32][OH:33])[CH2:29]1. (2) Given the product [F:1][C:2]1[CH:7]=[CH:6][C:5]([O:8][CH3:9])=[CH:4][C:3]=1[C:10]1[CH:15]=[CH:14][C:13]([C:16]([O:18][CH3:19])=[O:17])=[CH:12][C:11]=1[C:73]1[CH2:78][C:77]([CH3:80])([CH3:79])[CH2:76][C:75]([CH3:82])([CH3:81])[CH:74]=1, predict the reactants needed to synthesize it. The reactants are: [F:1][C:2]1[CH:7]=[CH:6][C:5]([O:8][CH3:9])=[CH:4][C:3]=1[C:10]1[CH:15]=[CH:14][C:13]([C:16]([O:18][CH3:19])=[O:17])=[CH:12][C:11]=1B1OC(C)(C)C(C)(C)O1.P([O-])([O-])([O-])=O.[K+].[K+].[K+].C1(P(C2CCCCC2)C2C=CC=CC=2C2C(OC)=CC=CC=2OC)CCCCC1.O.FC(F)(F)S(O[C:73]1[CH2:78][C:77]([CH3:80])([CH3:79])[CH2:76][C:75]([CH3:82])([CH3:81])[CH:74]=1)(=O)=O. (3) Given the product [Cl:8][C:6]1[CH:5]=[C:4]([C:9]2([C:25]([F:27])([F:26])[F:28])[CH2:13][CH2:12][N:11]([C:14]3[S:15][C:16]4[C:22]([CH2:23][NH:24][C:29](=[O:32])[CH2:30][CH3:31])=[CH:21][CH:20]=[CH:19][C:17]=4[N:18]=3)[CH2:10]2)[CH:3]=[C:2]([Cl:1])[CH:7]=1, predict the reactants needed to synthesize it. The reactants are: [Cl:1][C:2]1[CH:3]=[C:4]([C:9]2([C:25]([F:28])([F:27])[F:26])[CH2:13][CH2:12][N:11]([C:14]3[S:15][C:16]4[C:22]([CH2:23][NH2:24])=[CH:21][CH:20]=[CH:19][C:17]=4[N:18]=3)[CH2:10]2)[CH:5]=[C:6]([Cl:8])[CH:7]=1.[C:29](O[C:29](=[O:32])[CH2:30][CH3:31])(=[O:32])[CH2:30][CH3:31].C(N(CC)CC)C. (4) Given the product [CH:10]([N:9]([CH:13]([CH3:14])[CH3:15])[CH2:8][CH2:7][O:6][C:5]1[CH:16]=[CH:17][C:2]([NH:1][C:20](=[O:23])[CH:21]=[CH2:22])=[CH:3][C:4]=1[O:18][CH3:19])([CH3:12])[CH3:11], predict the reactants needed to synthesize it. The reactants are: [NH2:1][C:2]1[CH:17]=[CH:16][C:5]([O:6][CH2:7][CH2:8][N:9]([CH:13]([CH3:15])[CH3:14])[CH:10]([CH3:12])[CH3:11])=[C:4]([O:18][CH3:19])[CH:3]=1.[C:20](Cl)(=[O:23])[CH:21]=[CH2:22]. (5) The reactants are: C([O:3][C@H:4]1[C@@H:8]([C@:9]([NH2:18])([C:11]2[CH:16]=[CH:15][CH:14]=[CH:13][C:12]=2[F:17])[CH3:10])[CH2:7][O:6][CH2:5]1)=O.C(=O)([O-])O.[Na+]. Given the product [NH2:18][C@@:9]([C@H:8]1[CH2:7][O:6][CH2:5][C@H:4]1[OH:3])([C:11]1[CH:16]=[CH:15][CH:14]=[CH:13][C:12]=1[F:17])[CH3:10], predict the reactants needed to synthesize it. (6) Given the product [FH:61].[FH:61].[OH:1][C:2]([C:51]1[S:52][CH:53]=[CH:54][CH:55]=1)([C:56]1[S:57][CH:58]=[CH:59][CH:60]=1)[C:3]([O:5][C@H:6]1[CH2:11][CH2:10][C@H:9]([N:12]([CH2:14][CH2:15][CH2:16][N:17]2[C:21]3[CH:22]=[CH:23][C:24]([CH2:26][NH:27][CH2:28][C@H:29]([OH:42])[C:30]4[CH:39]=[CH:38][C:37]([OH:40])=[C:36]5[C:31]=4[CH:32]=[CH:33][C:34](=[O:41])[NH:35]5)=[CH:25][C:20]=3[O:19][C:18]2=[O:50])[CH3:13])[CH2:8][CH2:7]1)=[O:4], predict the reactants needed to synthesize it. The reactants are: [OH:1][C:2]([C:56]1[S:57][CH:58]=[CH:59][CH:60]=1)([C:51]1[S:52][CH:53]=[CH:54][CH:55]=1)[C:3]([O:5][C@H:6]1[CH2:11][CH2:10][C@H:9]([N:12]([CH2:14][CH2:15][CH2:16][N:17]2[C:21]3[CH:22]=[CH:23][C:24]([CH2:26][NH:27][CH2:28][C@H:29]([O:42][Si](C(C)(C)C)(C)C)[C:30]4[CH:39]=[CH:38][C:37]([OH:40])=[C:36]5[C:31]=4[CH:32]=[CH:33][C:34](=[O:41])[NH:35]5)=[CH:25][C:20]=3[O:19][C:18]2=[O:50])[CH3:13])[CH2:8][CH2:7]1)=[O:4].[FH:61].F.F.C(N(CC)CC)C.C(#N)C.